Dataset: Full USPTO retrosynthesis dataset with 1.9M reactions from patents (1976-2016). Task: Predict the reactants needed to synthesize the given product. Given the product [Br:1][C:2]1[CH:3]=[C:4]([CH:8]=[CH:9][CH:10]=1)[C:5]([NH:11][C:12]([C:13]#[N:14])([CH3:28])[CH2:15][N:16]1[CH:24]=[C:23]2[C:18]([C:19]([Cl:27])=[C:20]([Cl:26])[CH:21]=[C:22]2[Cl:25])=[N:17]1)=[O:6], predict the reactants needed to synthesize it. The reactants are: [Br:1][C:2]1[CH:3]=[C:4]([CH:8]=[CH:9][CH:10]=1)[C:5](Cl)=[O:6].[NH2:11][C:12]([CH3:28])([CH2:15][N:16]1[CH:24]=[C:23]2[C:18]([C:19]([Cl:27])=[C:20]([Cl:26])[CH:21]=[C:22]2[Cl:25])=[N:17]1)[C:13]#[N:14].